Dataset: Catalyst prediction with 721,799 reactions and 888 catalyst types from USPTO. Task: Predict which catalyst facilitates the given reaction. (1) Reactant: [NH2:1][C:2]1[C:3]([C:19]([O:21]C)=O)=[N:4][C:5]([C:8]2[CH:13]=[CH:12][C:11]([C:14](=[O:18])[N:15]([CH3:17])[CH3:16])=[CH:10][CH:9]=2)=[CH:6][N:7]=1.[NH2:23][NH2:24]. The catalyst class is: 14. Product: [NH2:1][C:2]1[N:7]=[CH:6][C:5]([C:8]2[CH:9]=[CH:10][C:11]([C:14]([N:15]([CH3:16])[CH3:17])=[O:18])=[CH:12][CH:13]=2)=[N:4][C:3]=1[C:19]([NH:23][NH2:24])=[O:21]. (2) Reactant: C[O:2][C:3](=[O:35])[C:4]1[CH:9]=[CH:8][C:7]([N:10]2[CH2:15][CH2:14][N:13]([C:16]([C:18]3[C:26]4[C:21](=[CH:22][CH:23]=[C:24]([CH3:27])[CH:25]=4)[N:20]([CH3:28])[C:19]=3[C:29]3[CH:34]=[CH:33][CH:32]=[CH:31][CH:30]=3)=[O:17])[CH2:12][CH2:11]2)=[N:6][CH:5]=1.Cl. Product: [CH3:28][N:20]1[C:21]2[C:26](=[CH:25][C:24]([CH3:27])=[CH:23][CH:22]=2)[C:18]([C:16]([N:13]2[CH2:12][CH2:11][N:10]([C:7]3[CH:8]=[CH:9][C:4]([C:3]([OH:35])=[O:2])=[CH:5][N:6]=3)[CH2:15][CH2:14]2)=[O:17])=[C:19]1[C:29]1[CH:34]=[CH:33][CH:32]=[CH:31][CH:30]=1. The catalyst class is: 562. (3) Reactant: F[C:2]1[CH:11]=[C:10]([C:12]2[N:17]=[C:16]3[N:18]([CH2:21][C:22]4[CH:23]=[C:24]5[C:29](=[CH:30][CH:31]=4)[N:28]=[CH:27][CH:26]=[CH:25]5)[N:19]=[N:20][C:15]3=[CH:14][CH:13]=2)[CH:9]=[CH:8][C:3]=1C(NC)=O.[CH3:32][C:33]1(C)C2C(=CC(B3OC(C)(C)C(C)(C)O3)=CC=2)[N:35](C(OC(C)(C)C)=O)[NH:34]1.C(=O)([O-])[O-].[K+].[K+].O1CCOCC1. Product: [CH3:32][C:33]1[C:2]2[C:3](=[CH:8][CH:9]=[C:10]([C:12]3[N:17]=[C:16]4[N:18]([CH2:21][C:22]5[CH:23]=[C:24]6[C:29](=[CH:30][CH:31]=5)[N:28]=[CH:27][CH:26]=[CH:25]6)[N:19]=[N:20][C:15]4=[CH:14][CH:13]=3)[CH:11]=2)[NH:35][N:34]=1. The catalyst class is: 103. (4) Reactant: [NH4+].[OH-].[CH3:3][CH:4]1[CH2:6][C:5]1([C:10]1[CH:15]=[CH:14][C:13]([N+:16]([O-])=O)=[CH:12][CH:11]=1)[C:7]([NH2:9])=[O:8]. Product: [CH3:3][CH:4]1[CH2:6][C:5]1([C:10]1[CH:11]=[CH:12][C:13]([NH2:16])=[CH:14][CH:15]=1)[C:7]([NH2:9])=[O:8]. The catalyst class is: 772. (5) Reactant: [O:1]([C:19]1[CH:26]=[C:25]([N:27]([CH2:32][CH2:33][CH2:34][CH3:35])[CH2:28][CH2:29][CH2:30][CH3:31])[CH:24]=[CH:23][C:20]=1[CH:21]=O)[Si:2]([C:15]([CH3:18])([CH3:17])[CH3:16])([C:9]1[CH:14]=[CH:13][CH:12]=[CH:11][CH:10]=1)[C:3]1[CH:8]=[CH:7][CH:6]=[CH:5][CH:4]=1.[C:36]([C:38]1[C:39](=[C:46]([C:49]#[N:50])[C:47]#[N:48])[O:40][C:41]([CH3:45])([CH3:44])[C:42]=1[CH3:43])#[N:37]. Product: [O:1]([C:19]1[CH:26]=[C:25]([N:27]([CH2:28][CH2:29][CH2:30][CH3:31])[CH2:32][CH2:33][CH2:34][CH3:35])[CH:24]=[CH:23][C:20]=1[CH:21]=[CH:43][C:42]1[C:41]([CH3:44])([CH3:45])[O:40][C:39](=[C:46]([C:47]#[N:48])[C:49]#[N:50])[C:38]=1[C:36]#[N:37])[Si:2]([C:15]([CH3:17])([CH3:18])[CH3:16])([C:9]1[CH:14]=[CH:13][CH:12]=[CH:11][CH:10]=1)[C:3]1[CH:8]=[CH:7][CH:6]=[CH:5][CH:4]=1. The catalyst class is: 8.